From a dataset of Catalyst prediction with 721,799 reactions and 888 catalyst types from USPTO. Predict which catalyst facilitates the given reaction. Reactant: Cl.Cl.[F:3][C:4]1[CH:9]=[C:8]([C:10]#[N:11])[CH:7]=[CH:6][C:5]=1[C:12]1[CH:17]=[CH:16][C:15]([O:18][C:19]([F:22])([F:21])[F:20])=[C:14]([CH2:23][NH:24][C@H:25]2[CH2:30][CH2:29][NH:28][CH2:27][C@H:26]2[C:31]2[CH:36]=[CH:35][CH:34]=[CH:33][CH:32]=2)[CH:13]=1.C(N(CC)CC)C.Cl[C:45]1[S:49][N:48]=[C:47]([CH3:50])[N:46]=1. Product: [F:3][C:4]1[CH:9]=[C:8]([C:10]#[N:11])[CH:7]=[CH:6][C:5]=1[C:12]1[CH:17]=[CH:16][C:15]([O:18][C:19]([F:21])([F:22])[F:20])=[C:14]([CH2:23][NH:24][C@H:25]2[CH2:30][CH2:29][N:28]([C:45]3[S:49][N:48]=[C:47]([CH3:50])[N:46]=3)[CH2:27][C@H:26]2[C:31]2[CH:32]=[CH:33][CH:34]=[CH:35][CH:36]=2)[CH:13]=1. The catalyst class is: 8.